From a dataset of Forward reaction prediction with 1.9M reactions from USPTO patents (1976-2016). Predict the product of the given reaction. Given the reactants [Cl:1][C:2]1[S:6][C:5]([C:7](=O)[CH2:8][CH2:9][C:10](=O)[CH:11]([C:19]2[CH:24]=[CH:23][C:22]([S:25][CH3:26])=[CH:21][N:20]=2)[CH2:12][CH:13]2[CH2:18][CH2:17][O:16][CH2:15][CH2:14]2)=[N:4][CH:3]=1.C([O-])(=O)C.[NH4+:33].C(=O)([O-])O.[Na+], predict the reaction product. The product is: [Cl:1][C:2]1[S:6][C:5]([C:7]2[NH:33][C:10]([CH:11]([C:19]3[CH:24]=[CH:23][C:22]([S:25][CH3:26])=[CH:21][N:20]=3)[CH2:12][CH:13]3[CH2:18][CH2:17][O:16][CH2:15][CH2:14]3)=[CH:9][CH:8]=2)=[N:4][CH:3]=1.